This data is from Reaction yield outcomes from USPTO patents with 853,638 reactions. The task is: Predict the reaction yield, written as a fraction of the theoretical maximum amount of product (1.0 means a 100% yield; for example, 0.34 means a 34% yield). (1) The reactants are CCN(C(C)C)C(C)C.[C:10]1([N:16]2[CH:20]=[C:19]([C:21]([NH:23][CH2:24][C:25]([OH:27])=O)=[O:22])[N:18]=[CH:17]2)[CH:15]=[CH:14][CH:13]=[CH:12][CH:11]=1.C1(N2C=C(C(O)=O)N=C2)C=CC=CC=1.C1C=CC2N(O)N=NC=2C=1.CCN=C=NCCCN(C)C.Cl.[F:64][C:65]1[CH:66]=[C:67]([CH:73]=[C:74]([C:76]([F:79])([F:78])[F:77])[CH:75]=1)[O:68][CH:69]1[CH2:72][NH:71][CH2:70]1.Cl.FC(F)(F)C1C=C(C=CC=1)OC1CNC1. The catalyst is CN(C=O)C. The product is [F:64][C:65]1[CH:66]=[C:67]([CH:73]=[C:74]([C:76]([F:78])([F:77])[F:79])[CH:75]=1)[O:68][CH:69]1[CH2:72][N:71]([C:25](=[O:27])[CH2:24][NH:23][C:21]([C:19]2[N:18]=[CH:17][N:16]([C:10]3[CH:11]=[CH:12][CH:13]=[CH:14][CH:15]=3)[CH:20]=2)=[O:22])[CH2:70]1. The yield is 0.314. (2) The reactants are [CH2:1]([O:8][C:9](=[O:22])[CH:10]([NH:14][C:15]([O:17][C:18]([CH3:21])([CH3:20])[CH3:19])=[O:16])[CH:11]([OH:13])[CH3:12])[C:2]1[CH:7]=[CH:6][CH:5]=[CH:4][CH:3]=1.[CH3:23][C:24](OC(C)=O)=[O:25].CCN(CC)CC. The catalyst is C1COCC1.CN(C1C=CN=CC=1)C.CCOC(C)=O. The product is [CH2:1]([O:8][C:9](=[O:22])[CH:10]([NH:14][C:15]([O:17][C:18]([CH3:21])([CH3:20])[CH3:19])=[O:16])[CH:11]([O:13][C:24](=[O:25])[CH3:23])[CH3:12])[C:2]1[CH:7]=[CH:6][CH:5]=[CH:4][CH:3]=1. The yield is 0.880.